From a dataset of Peptide-MHC class I binding affinity with 185,985 pairs from IEDB/IMGT. Regression. Given a peptide amino acid sequence and an MHC pseudo amino acid sequence, predict their binding affinity value. This is MHC class I binding data. (1) The peptide sequence is NCLSLLLSV. The MHC is HLA-A02:01 with pseudo-sequence HLA-A02:01. The binding affinity (normalized) is 0.604. (2) The peptide sequence is YFFVKWIGK. The MHC is HLA-B35:01 with pseudo-sequence HLA-B35:01. The binding affinity (normalized) is 0.0847. (3) The peptide sequence is MWAQDAAAMF. The MHC is HLA-A24:02 with pseudo-sequence HLA-A24:02. The binding affinity (normalized) is 0.776. (4) The peptide sequence is AAGLPAIFV. The MHC is HLA-B07:02 with pseudo-sequence HLA-B07:02. The binding affinity (normalized) is 0.0847. (5) The peptide sequence is LTSWIRYIQY. The MHC is Mamu-A01 with pseudo-sequence Mamu-A01. The binding affinity (normalized) is 0.241. (6) The peptide sequence is RVRDNMTKKM. The MHC is Mamu-B01 with pseudo-sequence Mamu-B01. The binding affinity (normalized) is 0.